This data is from Full USPTO retrosynthesis dataset with 1.9M reactions from patents (1976-2016). The task is: Predict the reactants needed to synthesize the given product. Given the product [NH2:8][C@H:5]1[CH2:4][CH2:3][C@H:2]([O:1][C:19]2[CH:24]=[CH:23][C:22]([S:25]([NH2:28])(=[O:27])=[O:26])=[CH:21][C:20]=2[N+:29]([O-:31])=[O:30])[CH2:7][CH2:6]1, predict the reactants needed to synthesize it. The reactants are: [OH:1][CH:2]1[CH2:7][CH2:6][CH:5]([NH:8]C(=O)OC(C)(C)C)[CH2:4][CH2:3]1.[H-].[Na+].F[C:19]1[CH:24]=[CH:23][C:22]([S:25]([NH2:28])(=[O:27])=[O:26])=[CH:21][C:20]=1[N+:29]([O-:31])=[O:30].Cl.